From a dataset of Catalyst prediction with 721,799 reactions and 888 catalyst types from USPTO. Predict which catalyst facilitates the given reaction. (1) Reactant: [CH3:1][O:2][C:3](=[O:17])[C@@H:4]1[CH2:8][C@@H:7]([NH2:9])[CH2:6][N:5]1[C:10]([O:12][CH2:13][CH2:14][CH2:15][CH3:16])=[O:11].C(N(CC)CC)C.[C:25]1([CH3:35])[CH:30]=[CH:29][C:28]([S:31](Cl)(=[O:33])=[O:32])=[CH:27][CH:26]=1.O. Product: [CH3:1][O:2][C:3](=[O:17])[C@@H:4]1[CH2:8][C@@H:7]([NH:9][S:31]([C:28]2[CH:29]=[CH:30][C:25]([CH3:35])=[CH:26][CH:27]=2)(=[O:33])=[O:32])[CH2:6][N:5]1[C:10]([O:12][CH2:13][CH2:14][CH2:15][CH3:16])=[O:11]. The catalyst class is: 22. (2) Reactant: Cl[C:2]1[N:3]=[C:4]([N:18]2[CH2:23][CH2:22][O:21][CH2:20][CH2:19]2)[C:5]2[N:11]=[C:10]([C:12]([O:14][CH3:15])=[O:13])[CH:9]=[C:8]([S:16][CH3:17])[C:6]=2[N:7]=1.[CH3:24][N:25]1[CH:29]=[C:28](B2OC(C)(C)C(C)(C)O2)[CH:27]=[N:26]1.C(=O)([O-])[O-].[Cs+].[Cs+]. Product: [CH3:24][N:25]1[CH:29]=[C:28]([C:2]2[N:3]=[C:4]([N:18]3[CH2:23][CH2:22][O:21][CH2:20][CH2:19]3)[C:5]3[N:11]=[C:10]([C:12]([O:14][CH3:15])=[O:13])[CH:9]=[C:8]([S:16][CH3:17])[C:6]=3[N:7]=2)[CH:27]=[N:26]1. The catalyst class is: 77. (3) Reactant: C(O[CH:5]([C:28]1[N:41]=[C:31]2[N:32]=[C:33]([CH3:40])[C:34]3[CH2:35][CH2:36][CH2:37][CH2:38][C:39]=3[N:30]2[N:29]=1)[C:6]1(Br)[C:12](=[O:13])[N:11]2[C@@H:7]1[S:8][CH:9]=[C:10]2[C:14]([O:16]CC1C=CC([N+]([O-])=O)=CC=1)=[O:15])(=O)C.C(#N)C.P([O-])([O-])([O-])=O. Product: [CH3:40][C:33]1[C:34]2[CH2:35][CH2:36][CH2:37][CH2:38][C:39]=2[N:30]2[N:29]=[C:28](/[CH:5]=[C:6]3\[C@@H:7]4[N:11]([C:12]\3=[O:13])[C:10]([C:14]([OH:16])=[O:15])=[CH:9][S:8]4)[N:41]=[C:31]2[N:32]=1. The catalyst class is: 123.